From a dataset of Catalyst prediction with 721,799 reactions and 888 catalyst types from USPTO. Predict which catalyst facilitates the given reaction. (1) Reactant: [F:1][C:2]1[CH:20]=[C:19]([N+:21]([O-])=O)[CH:18]=[CH:17][C:3]=1[O:4][C:5]1[CH:10]=[CH:9][N:8]=[C:7]2[CH:11]=[C:12]([S:14]([CH3:16])=[O:15])[S:13][C:6]=12. Product: [CH3:16][S:14]([C:12]1[S:13][C:6]2[C:7](=[N:8][CH:9]=[CH:10][C:5]=2[O:4][C:3]2[CH:17]=[CH:18][C:19]([NH2:21])=[CH:20][C:2]=2[F:1])[CH:11]=1)=[O:15]. The catalyst class is: 180. (2) Reactant: CN(C)[CH:3]=[CH:4][C:5]([C:7]1[N:11]([CH2:12][CH3:13])[C:10]([CH3:14])=[N:9][CH:8]=1)=O.C(=O)(O)O.[C:20]1([NH:26][C:27]([NH2:29])=[NH:28])[CH:25]=[CH:24][CH:23]=[CH:22][CH:21]=1.C[O-].[Na+].O. Product: [NH:26]([C:27]1[N:29]=[C:5]([C:7]2[N:11]([CH2:12][CH3:13])[C:10]([CH3:14])=[N:9][CH:8]=2)[CH:4]=[CH:3][N:28]=1)[C:20]1[CH:25]=[CH:24][CH:23]=[CH:22][CH:21]=1. The catalyst class is: 44.